From a dataset of Full USPTO retrosynthesis dataset with 1.9M reactions from patents (1976-2016). Predict the reactants needed to synthesize the given product. Given the product [CH2:20]([O:19][C:17](=[O:18])[NH:16][C:14]1[CH:15]=[C:10]2[CH2:9][CH2:8][CH2:7][CH2:6][CH:5]([OH:4])[C:11]2=[N:12][CH:13]=1)[CH3:21], predict the reactants needed to synthesize it. The reactants are: COC(=O)[O:4][CH:5]1[C:11]2=[N:12][CH:13]=[C:14]([NH:16][C:17]([O:19][CH2:20][CH3:21])=[O:18])[CH:15]=[C:10]2[CH2:9][CH2:8][CH2:7][CH2:6]1.C([O-])([O-])=O.[K+].[K+].